The task is: Predict the reactants needed to synthesize the given product.. This data is from Full USPTO retrosynthesis dataset with 1.9M reactions from patents (1976-2016). (1) Given the product [N+:10]([C:13]1[CH:21]=[CH:20][CH:19]=[C:18]2[C:14]=1[C:15]([C:23](=[O:24])[C:22]([O:26][CH3:33])=[O:25])=[CH:16][NH:17]2)([O-:12])=[O:11], predict the reactants needed to synthesize it. The reactants are: P(Cl)(Cl)(OP(Cl)(Cl)=O)=O.[N+:10]([C:13]1[CH:21]=[CH:20][CH:19]=[C:18]2[C:14]=1[CH:15]=[CH:16][NH:17]2)([O-:12])=[O:11].[C:22]([O:26]N1CCCC1C)(=[O:25])[CH:23]=[O:24].[C:33]([O-])(O)=O.[Na+]. (2) Given the product [CH2:1]([O:8][C:9]([NH:11][C@H:12]1[CH2:17][CH2:16][C@@H:15]([NH:18][C:19](=[O:25])[O:20][C:21]([CH3:22])([CH3:23])[CH3:24])[CH2:14][C@H:13]1[CH2:26][O:27][C:42](=[O:43])[NH:41][C:35]1[CH:40]=[CH:39][CH:38]=[CH:37][CH:36]=1)=[O:10])[C:2]1[CH:3]=[CH:4][CH:5]=[CH:6][CH:7]=1, predict the reactants needed to synthesize it. The reactants are: [CH2:1]([O:8][C:9]([NH:11][C@H:12]1[CH2:17][CH2:16][C@@H:15]([NH:18][C:19](=[O:25])[O:20][C:21]([CH3:24])([CH3:23])[CH3:22])[CH2:14][C@H:13]1[CH2:26][OH:27])=[O:10])[C:2]1[CH:7]=[CH:6][CH:5]=[CH:4][CH:3]=1.C(N(CC)CC)C.[C:35]1([N:41]=[C:42]=[O:43])[CH:40]=[CH:39][CH:38]=[CH:37][CH:36]=1. (3) Given the product [Br:34][C:35]1[CH:42]=[CH:41][CH:40]=[C:37]([CH:38]=[CH:12][O:13][CH3:14])[C:36]=1[F:43], predict the reactants needed to synthesize it. The reactants are: C[Si]([N-][Si](C)(C)C)(C)C.[K+].[Cl-].[CH3:12][O:13][CH2:14][P+](C1C=CC=CC=1)(C1C=CC=CC=1)C1C=CC=CC=1.[Br:34][C:35]1[C:36]([F:43])=[C:37]([CH:40]=[CH:41][CH:42]=1)[CH:38]=O.CCOCC. (4) Given the product [Cl:1][C:2]1[CH:3]=[C:4]2[CH:10]=[CH:9][NH+:8]([O-:19])[C:5]2=[N:6][CH:7]=1, predict the reactants needed to synthesize it. The reactants are: [Cl:1][C:2]1[CH:3]=[C:4]2[CH:10]=[CH:9][NH:8][C:5]2=[N:6][CH:7]=1.ClC1C=CC=C(C(OO)=[O:19])C=1. (5) Given the product [NH2:11][CH2:12][CH2:13][CH2:14][CH2:15][C@H:16]([NH:17][C:18](=[O:40])[NH:19][C@H:20]([C:33]([O:35][C:36]([CH3:39])([CH3:38])[CH3:37])=[O:34])[CH2:21][CH2:22][C:23]([OH:25])=[O:24])[C:41]([O:43][C:44]([CH3:47])([CH3:46])[CH3:45])=[O:42], predict the reactants needed to synthesize it. The reactants are: O=C([NH:11][CH2:12][CH2:13][CH2:14][CH2:15][C@@H:16]([C:41]([O:43][C:44]([CH3:47])([CH3:46])[CH3:45])=[O:42])[NH:17][C:18](=[O:40])[NH:19][C@H:20]([C:33]([O:35][C:36]([CH3:39])([CH3:38])[CH3:37])=[O:34])[CH2:21][CH2:22][C:23]([O:25]CC1C=CC=CC=1)=[O:24])OCC1C=CC=CC=1.C([O-])=O.[NH4+]. (6) Given the product [CH3:20][O:21][C:22]([C:23]1[CH:24]=[C:25]([OH:27])[C:34]2[C:29](=[C:30]([N+:43]([O-:45])=[O:44])[CH:31]=[C:32]([O:35][CH2:36][C:37]3[CH:42]=[CH:41][CH:40]=[CH:39][CH:38]=3)[CH:33]=2)[N:28]=1)=[O:46], predict the reactants needed to synthesize it. The reactants are: BrC1C=CC(NC(=CC([O-])=O)C(OC)=O)=C(OC)C=1.[CH3:20][O:21][C:22](=[O:46])[C:23]([NH:28][C:29]1[CH:34]=[CH:33][C:32]([O:35][CH2:36][C:37]2[CH:42]=[CH:41][CH:40]=[CH:39][CH:38]=2)=[CH:31][C:30]=1[N+:43]([O-:45])=[O:44])=[CH:24][C:25]([O-:27])=O. (7) Given the product [CH3:35][O:34][C:32]([C:29]1([NH:28][C:22](=[O:23])[C:21]2[CH:20]=[CH:19][C:18]([S:15](=[O:17])(=[O:16])[NH:14][C:9]3[CH:10]=[CH:11][CH:12]=[CH:13][C:8]=3[O:1][C:2]3[CH:3]=[CH:4][CH:5]=[CH:6][CH:7]=3)=[CH:26][CH:25]=2)[CH2:31][CH2:30]1)=[O:33], predict the reactants needed to synthesize it. The reactants are: [O:1]([C:8]1[CH:13]=[CH:12][CH:11]=[CH:10][C:9]=1[NH:14][S:15]([C:18]1[CH:26]=[CH:25][C:21]([C:22](O)=[O:23])=[CH:20][CH:19]=1)(=[O:17])=[O:16])[C:2]1[CH:7]=[CH:6][CH:5]=[CH:4][CH:3]=1.Cl.[NH2:28][C:29]1([C:32]([O:34][CH3:35])=[O:33])[CH2:31][CH2:30]1. (8) Given the product [C:18]([C:20]1[N:21]=[C:22]([C:37]2([CH3:41])[CH2:40][O:39][CH2:38]2)[NH:23][C:24]=1[C:25]1[C:26]([CH3:36])=[CH:27][C:28]([CH3:35])=[C:29]([CH:34]=1)[C:30]([OH:32])=[O:31])#[N:19], predict the reactants needed to synthesize it. The reactants are: CC1NC(C2C=C(C=CC=2C)C(O)=O)=C(C)N=1.[C:18]([C:20]1[N:21]=[C:22]([C:37]2([CH3:41])[CH2:40][O:39][CH2:38]2)[NH:23][C:24]=1[C:25]1[C:26]([CH3:36])=[CH:27][C:28]([CH3:35])=[C:29]([CH:34]=1)[C:30]([O:32]C)=[O:31])#[N:19].CC1NC(C2C=C(C=CC=2C)C(OC)=O)=C(C)N=1.